This data is from Forward reaction prediction with 1.9M reactions from USPTO patents (1976-2016). The task is: Predict the product of the given reaction. (1) Given the reactants [OH:1][C:2]1[CH:3]=[C:4]2[C:9](=[CH:10][C:11]=1[O:12][CH3:13])[N:8]=[C:7]([C:14]1[CH:19]=[CH:18][CH:17]=[C:16]([N+:20]([O-:22])=[O:21])[CH:15]=1)[N:6]=[C:5]2[NH:23][C:24]1[CH:25]=[C:26]2[C:30](=[CH:31][CH:32]=1)[N:29]([C:33]([O:35][C:36]([CH3:39])([CH3:38])[CH3:37])=[O:34])[N:28]=[CH:27]2.Cl[CH2:41][CH2:42][N:43]([CH3:45])[CH3:44].C([O-])([O-])=O.[K+].[K+], predict the reaction product. The product is: [CH3:44][N:43]([CH3:45])[CH2:42][CH2:41][O:1][C:2]1[CH:3]=[C:4]2[C:9](=[CH:10][C:11]=1[O:12][CH3:13])[N:8]=[C:7]([C:14]1[CH:19]=[CH:18][CH:17]=[C:16]([N+:20]([O-:22])=[O:21])[CH:15]=1)[N:6]=[C:5]2[NH:23][C:24]1[CH:25]=[C:26]2[C:30](=[CH:31][CH:32]=1)[N:29]([C:33]([O:35][C:36]([CH3:39])([CH3:38])[CH3:37])=[O:34])[N:28]=[CH:27]2. (2) Given the reactants [F:1][CH:2]([F:23])[O:3][C:4]1[CH:9]=[CH:8][C:7]([C:10]#[C:11][C:12]2[CH:13]=[C:14]([CH:18]3[CH2:21][CH:20](O)[CH2:19]3)[CH:15]=[CH:16][CH:17]=2)=[CH:6][CH:5]=1.C(N(S(F)(F)[F:30])CC)C, predict the reaction product. The product is: [F:1][CH:2]([F:23])[O:3][C:4]1[CH:9]=[CH:8][C:7]([C:10]#[C:11][C:12]2[CH:13]=[C:14]([CH:18]([F:30])[CH2:19][CH:20]=[CH2:21])[CH:15]=[CH:16][CH:17]=2)=[CH:6][CH:5]=1.